Dataset: Catalyst prediction with 721,799 reactions and 888 catalyst types from USPTO. Task: Predict which catalyst facilitates the given reaction. Reactant: [Cl:1][C:2]1[C:3]([F:21])=[C:4]([O:15][CH2:16][CH2:17][CH2:18][O:19][CH3:20])[CH:5]=[C:6]2[C:11]=1[CH:10]=[N:9][CH:8]([CH:12]([CH3:14])[CH3:13])[CH2:7]2.C(O[CH:25]=[C:26]([C:32](=[O:34])[CH3:33])[C:27]([O:29][CH2:30][CH3:31])=[O:28])C. Product: [Cl:1][C:2]1[C:11]2[CH:10]3[N:9]([CH:8]([CH:12]([CH3:14])[CH3:13])[CH2:7][C:6]=2[CH:5]=[C:4]([O:15][CH2:16][CH2:17][CH2:18][O:19][CH3:20])[C:3]=1[F:21])[CH:25]=[C:26]([C:27]([O:29][CH2:30][CH3:31])=[O:28])[C:32](=[O:34])[CH2:33]3. The catalyst class is: 8.